Dataset: NCI-60 drug combinations with 297,098 pairs across 59 cell lines. Task: Regression. Given two drug SMILES strings and cell line genomic features, predict the synergy score measuring deviation from expected non-interaction effect. (1) Drug 1: CC(C1=C(C=CC(=C1Cl)F)Cl)OC2=C(N=CC(=C2)C3=CN(N=C3)C4CCNCC4)N. Drug 2: C1=CC(=CC=C1CCCC(=O)O)N(CCCl)CCCl. Cell line: EKVX. Synergy scores: CSS=0.623, Synergy_ZIP=-2.19, Synergy_Bliss=-5.85, Synergy_Loewe=-4.14, Synergy_HSA=-3.62. (2) Drug 1: CC1C(C(=O)NC(C(=O)N2CCCC2C(=O)N(CC(=O)N(C(C(=O)O1)C(C)C)C)C)C(C)C)NC(=O)C3=C4C(=C(C=C3)C)OC5=C(C(=O)C(=C(C5=N4)C(=O)NC6C(OC(=O)C(N(C(=O)CN(C(=O)C7CCCN7C(=O)C(NC6=O)C(C)C)C)C)C(C)C)C)N)C. Drug 2: C1C(C(OC1N2C=NC3=C2NC=NCC3O)CO)O. Cell line: TK-10. Synergy scores: CSS=7.97, Synergy_ZIP=-6.39, Synergy_Bliss=-2.86, Synergy_Loewe=-13.0, Synergy_HSA=-4.88. (3) Drug 2: CCC(=C(C1=CC=CC=C1)C2=CC=C(C=C2)OCCN(C)C)C3=CC=CC=C3.C(C(=O)O)C(CC(=O)O)(C(=O)O)O. Synergy scores: CSS=8.39, Synergy_ZIP=-2.10, Synergy_Bliss=0.967, Synergy_Loewe=-5.98, Synergy_HSA=0.320. Cell line: MDA-MB-435. Drug 1: C1=CC(=CC=C1C#N)C(C2=CC=C(C=C2)C#N)N3C=NC=N3. (4) Drug 1: CCN(CC)CCCC(C)NC1=C2C=C(C=CC2=NC3=C1C=CC(=C3)Cl)OC. Drug 2: CN(C(=O)NC(C=O)C(C(C(CO)O)O)O)N=O. Cell line: MALME-3M. Synergy scores: CSS=12.9, Synergy_ZIP=-4.57, Synergy_Bliss=-4.19, Synergy_Loewe=-7.77, Synergy_HSA=-5.21. (5) Drug 1: CC1=C(C(CCC1)(C)C)C=CC(=CC=CC(=CC(=O)O)C)C. Cell line: CCRF-CEM. Synergy scores: CSS=51.5, Synergy_ZIP=-1.20, Synergy_Bliss=-1.44, Synergy_Loewe=-20.8, Synergy_HSA=0.771. Drug 2: C1CCC(C(C1)N)N.C(=O)(C(=O)[O-])[O-].[Pt+4]. (6) Drug 1: C1=CC(=CC=C1CCCC(=O)O)N(CCCl)CCCl. Drug 2: C1=CC(=CC=C1C#N)C(C2=CC=C(C=C2)C#N)N3C=NC=N3. Cell line: SK-MEL-28. Synergy scores: CSS=7.29, Synergy_ZIP=-2.75, Synergy_Bliss=-2.29, Synergy_Loewe=-4.69, Synergy_HSA=-4.34. (7) Drug 1: C1=CC(=CC=C1CCCC(=O)O)N(CCCl)CCCl. Drug 2: C1C(C(OC1N2C=NC(=NC2=O)N)CO)O. Cell line: SF-295. Synergy scores: CSS=18.9, Synergy_ZIP=-7.28, Synergy_Bliss=-6.58, Synergy_Loewe=-7.85, Synergy_HSA=-4.41.